Dataset: Reaction yield outcomes from USPTO patents with 853,638 reactions. Task: Predict the reaction yield, written as a fraction of the theoretical maximum amount of product (1.0 means a 100% yield; for example, 0.34 means a 34% yield). (1) The reactants are Br[C:2]1[CH:3]=[CH:4][CH:5]=[C:6]2[C:11]=1[N:10]=[C:9]([NH:12][C@H:13]1[CH2:18][CH2:17][CH2:16][C@@H:15]([NH2:19])[CH2:14]1)[C:8]([CH3:20])=[N:7]2.[CH3:21][C@@H:22]1[C:26]2[NH:27][C:28](B3OC(C)(C)C(C)(C)O3)=[CH:29][C:25]=2[C:24](=[O:39])[NH:23]1.P([O-])([O-])([O-])=O.[K+].[K+].[K+].O. The catalyst is O1CCOCC1.[Pd+2]. The product is [NH2:19][C@@H:15]1[CH2:16][CH2:17][CH2:18][C@H:13]([NH:12][C:9]2[C:8]([CH3:20])=[N:7][C:6]3[C:11]([N:10]=2)=[C:2]([C:28]2[NH:27][C:26]4[C@@H:22]([CH3:21])[NH:23][C:24](=[O:39])[C:25]=4[CH:29]=2)[CH:3]=[CH:4][CH:5]=3)[CH2:14]1. The yield is 0.840. (2) The reactants are [CH3:1][C:2]1[CH:3]=[N:4][CH:5]=[C:6]([CH:10]=1)[C:7]([OH:9])=O.O=C1N(P(Cl)(N2CCOC2=O)=O)CCO1.C(N(CC)CC)C.[Br:33][C:34]1[C:35]([F:44])=[C:36]2[C:42]([NH2:43])=[CH:41][NH:40][C:37]2=[N:38][CH:39]=1.[Li+].[OH-].C([O-])([O-])=O.[Na+].[Na+]. The catalyst is C(Cl)Cl. The product is [Br:33][C:34]1[C:35]([F:44])=[C:36]2[C:42]([NH:43][C:7](=[O:9])[C:6]3[CH:10]=[C:2]([CH3:1])[CH:3]=[N:4][CH:5]=3)=[CH:41][NH:40][C:37]2=[N:38][CH:39]=1. The yield is 0.376. (3) The reactants are CC(OC(/N=N/C(OC(C)C)=O)=O)C.[CH2:15]([N:17]1[C:23]2[N:24]=[CH:25][C:26]([CH2:28][CH2:29][OH:30])=[CH:27][C:22]=2[C:21](=[O:31])[N:20]([CH3:32])[C:19]2[CH:33]=[CH:34][CH:35]=[N:36][C:18]1=2)[CH3:16].O[C:38]1[CH:43]=[CH:42][C:41]([NH:44][C:45](=[O:51])[O:46][C:47]([CH3:50])([CH3:49])[CH3:48])=[CH:40][C:39]=1[CH3:52].C1C=CC(P(C2C=CC=CC=2)C2C=CC=CC=2)=CC=1. The catalyst is C1COCC1. The product is [CH2:15]([N:17]1[C:23]2[N:24]=[CH:25][C:26]([CH2:28][CH2:29][O:30][C:38]3[CH:43]=[CH:42][C:41]([NH:44][C:45](=[O:51])[O:46][C:47]([CH3:48])([CH3:49])[CH3:50])=[CH:40][C:39]=3[CH3:52])=[CH:27][C:22]=2[C:21](=[O:31])[N:20]([CH3:32])[C:19]2[CH:33]=[CH:34][CH:35]=[N:36][C:18]1=2)[CH3:16]. The yield is 0.450. (4) The reactants are [CH:1]1([N:5]2[CH2:10][CH2:9][C:8]3([CH2:14][C:13]4[CH:15]=[C:16]([C:19]5[CH:26]=[CH:25][C:22]([C:23]#[N:24])=[CH:21][CH:20]=5)[CH:17]=[CH:18][C:12]=4[O:11]3)[CH2:7][CH2:6]2)[CH2:4][CH2:3][CH2:2]1.[BH4-].[Na+]. The catalyst is C1COCC1.O.O.O.O.O.O.O.[Co](Cl)Cl. The product is [CH:1]1([N:5]2[CH2:10][CH2:9][C:8]3([CH2:14][C:13]4[CH:15]=[C:16]([C:19]5[CH:26]=[CH:25][C:22]([CH2:23][NH2:24])=[CH:21][CH:20]=5)[CH:17]=[CH:18][C:12]=4[O:11]3)[CH2:7][CH2:6]2)[CH2:2][CH2:3][CH2:4]1. The yield is 0.440. (5) The reactants are C([O:5][C:6]([N:8]1[CH2:11][CH:10]([CH2:12][C:13]2[CH:18]=[CH:17][CH:16]=[CH:15][C:14]=2[O:19][CH3:20])[CH2:9]1)=O)(C)(C)C.C(O)([C:23]([F:26])([F:25])[F:24])=O.C(N(CC)CC)C.FC(F)(F)C(OC(=O)C(F)(F)F)=O.C([O-])(O)=O.[Na+]. The catalyst is C(Cl)Cl.CCOC(C)=O. The product is [F:24][C:23]([F:26])([F:25])[C:6]([N:8]1[CH2:11][CH:10]([CH2:12][C:13]2[CH:18]=[CH:17][CH:16]=[CH:15][C:14]=2[O:19][CH3:20])[CH2:9]1)=[O:5]. The yield is 0.750.